Dataset: NCI-60 drug combinations with 297,098 pairs across 59 cell lines. Task: Regression. Given two drug SMILES strings and cell line genomic features, predict the synergy score measuring deviation from expected non-interaction effect. (1) Drug 1: CC1C(C(CC(O1)OC2CC(CC3=C2C(=C4C(=C3O)C(=O)C5=C(C4=O)C(=CC=C5)OC)O)(C(=O)CO)O)N)O.Cl. Drug 2: C1=NNC2=C1C(=O)NC=N2. Cell line: TK-10. Synergy scores: CSS=4.86, Synergy_ZIP=-1.97, Synergy_Bliss=-1.01, Synergy_Loewe=-1.28, Synergy_HSA=-0.501. (2) Drug 1: C1CN1P(=S)(N2CC2)N3CC3. Drug 2: C(CN)CNCCSP(=O)(O)O. Cell line: IGROV1. Synergy scores: CSS=10.2, Synergy_ZIP=2.72, Synergy_Bliss=1.24, Synergy_Loewe=-14.6, Synergy_HSA=0.495. (3) Drug 1: CC1C(C(CC(O1)OC2CC(CC3=C2C(=C4C(=C3O)C(=O)C5=C(C4=O)C(=CC=C5)OC)O)(C(=O)C)O)N)O.Cl. Drug 2: C1=CC=C(C=C1)NC(=O)CCCCCCC(=O)NO. Cell line: TK-10. Synergy scores: CSS=27.7, Synergy_ZIP=-3.74, Synergy_Bliss=4.14, Synergy_Loewe=3.46, Synergy_HSA=4.26.